From a dataset of Forward reaction prediction with 1.9M reactions from USPTO patents (1976-2016). Predict the product of the given reaction. (1) Given the reactants [F:1][C:2]1[CH:7]=[CH:6][C:5]([C:8]2([OH:21])[CH2:13][CH2:12][N:11]([C:14]3[N:19]=[CH:18][NH:17][C:16](=[O:20])[N:15]=3)[CH2:10][CH2:9]2)=[CH:4][CH:3]=1.Cl[CH2:23][N:24]1[CH:28]=[CH:27][C:26]([C:29]([F:32])([F:31])[F:30])=[N:25]1, predict the reaction product. The product is: [F:1][C:2]1[CH:7]=[CH:6][C:5]([C:8]2([OH:21])[CH2:13][CH2:12][N:11]([C:14]3[N:19]=[CH:18][N:17]([CH2:23][N:24]4[CH:28]=[CH:27][C:26]([C:29]([F:32])([F:31])[F:30])=[N:25]4)[C:16](=[O:20])[N:15]=3)[CH2:10][CH2:9]2)=[CH:4][CH:3]=1. (2) Given the reactants [NH2:1][CH:2]1[N:6]([CH3:7])[C:5](=[O:8])[C:4]([C:20]2[CH:25]=[CH:24][C:23]([F:26])=[C:22](Br)[CH:21]=2)([C:9]2[CH:14]=[CH:13][C:12]([O:15][CH:16]([F:18])[F:17])=[C:11]([CH3:19])[CH:10]=2)[NH:3]1.[CH3:28][O:29][CH2:30][CH:31]=[CH:32]B(O)O.C([O-])([O-])=O.[K+].[K+].COCCOC, predict the reaction product. The product is: [NH2:1][C:2]1[N:6]([CH3:7])[C:5](=[O:8])[C:4]([C:9]2[CH:14]=[CH:13][C:12]([O:15][CH:16]([F:18])[F:17])=[C:11]([CH3:19])[CH:10]=2)([C:20]2[CH:25]=[CH:24][C:23]([F:26])=[C:22](/[CH:32]=[CH:31]/[CH2:30][O:29][CH3:28])[CH:21]=2)[N:3]=1. (3) The product is: [CH2:1]([O:3][C:4](=[O:23])[C:5]([C:7]1[C:8]([CH3:22])=[N:9][C:10]2[N:11]([N:14]=[C:15]([C:17]([O:19][CH2:20][CH3:21])=[O:18])[CH:16]=2)[C:12]=1[I:13])=[O:6])[CH3:2]. Given the reactants [CH2:1]([O:3][C:4](=[O:23])[CH:5]([C:7]1[C:8]([CH3:22])=[N:9][C:10]2[N:11]([N:14]=[C:15]([C:17]([O:19][CH2:20][CH3:21])=[O:18])[CH:16]=2)[C:12]=1[I:13])[OH:6])[CH3:2].CC(OI1(OC(C)=O)(OC(C)=O)OC(=O)C2C=CC=CC1=2)=O, predict the reaction product. (4) The product is: [CH2:19]([NH:18][CH2:17][CH2:16][C:13]1[CH:14]=[CH:15][C:10]([S:9][C:6]2[CH:5]=[CH:4][C:3]([O:2][CH3:1])=[CH:8][CH:7]=2)=[CH:11][CH:12]=1)[C:20]1[CH:25]=[CH:24][CH:23]=[CH:22][CH:21]=1. Given the reactants [CH3:1][O:2][C:3]1[CH:8]=[CH:7][C:6]([S:9][C:10]2[CH:15]=[CH:14][C:13]([CH2:16][CH2:17][NH2:18])=[CH:12][CH:11]=2)=[CH:5][CH:4]=1.[CH:19](=O)[C:20]1[CH:25]=[CH:24][CH:23]=[CH:22][CH:21]=1.C1(C)C=CC=CC=1, predict the reaction product.